Dataset: Catalyst prediction with 721,799 reactions and 888 catalyst types from USPTO. Task: Predict which catalyst facilitates the given reaction. (1) Reactant: [O:1]1[CH:3]([CH2:4][O:5][C:6]2[CH:11]=[CH:10][CH:9]=[CH:8][CH:7]=2)[CH2:2]1.[C:12]([OH:17])(=[O:16])[C:13]([CH3:15])=[CH2:14].C(N(CC)CC)C. Product: [C:12]([O:17][CH2:2][CH:3]([OH:1])[CH2:4][O:5][C:6]1[CH:11]=[CH:10][CH:9]=[CH:8][CH:7]=1)(=[O:16])[C:13]([CH3:15])=[CH2:14]. The catalyst class is: 2. (2) Product: [Cl:1][C:2]1[CH:10]=[CH:9][C:5]([CH2:6][CH2:7][NH:8][S:21]([CH3:20])(=[O:23])=[O:22])=[CH:4][CH:3]=1. The catalyst class is: 2. Reactant: [Cl:1][C:2]1[CH:10]=[CH:9][C:5]([CH2:6][CH2:7][NH2:8])=[CH:4][CH:3]=1.CCN(C(C)C)C(C)C.[CH3:20][S:21](Cl)(=[O:23])=[O:22]. (3) Reactant: C(OC([NH:11][CH2:12][C:13]([NH:15][C@H:16]1[CH2:21][CH2:20][C@@H:19]([N:22]([CH:30]([CH3:32])[CH3:31])[C:23](=[O:29])[O:24][C:25]([CH3:28])([CH3:27])[CH3:26])[CH2:18][C@H:17]1[CH2:33][OH:34])=[O:14])=O)C1C=CC=CC=1. Product: [NH2:11][CH2:12][C:13]([NH:15][C@H:16]1[CH2:21][CH2:20][C@@H:19]([N:22]([CH:30]([CH3:31])[CH3:32])[C:23](=[O:29])[O:24][C:25]([CH3:26])([CH3:28])[CH3:27])[CH2:18][C@H:17]1[CH2:33][OH:34])=[O:14]. The catalyst class is: 19.